This data is from Full USPTO retrosynthesis dataset with 1.9M reactions from patents (1976-2016). The task is: Predict the reactants needed to synthesize the given product. (1) Given the product [CH3:11][C:10]1[CH:9]=[C:8]([CH3:12])[C:7]2[N:6]([S:13]([C:16]3[CH:22]=[CH:21][C:19]([CH3:20])=[CH:18][CH:17]=3)(=[O:15])=[O:14])[CH:5]=[CH:4][C:3]=2[C:2]=1[CH:26]=[O:27], predict the reactants needed to synthesize it. The reactants are: I[C:2]1[C:10]([CH3:11])=[CH:9][C:8]([CH3:12])=[C:7]2[C:3]=1[CH:4]=[CH:5][N:6]2[S:13]([C:16]1[CH:22]=[CH:21][C:19]([CH3:20])=[CH:18][CH:17]=1)(=[O:15])=[O:14].CN([CH:26]=[O:27])C.CCCCCC. (2) Given the product [CH2:1]([O:3][C:4]([CH:6]1[CH2:11][CH2:10][CH2:9][N:8]([C:13]2[CH2:27][C:16]3([CH2:17][N:18]([C:20]([O:22][C:23]([CH3:25])([CH3:24])[CH3:26])=[O:21])[CH2:19]3)[O:15][N:14]=2)[CH2:7]1)=[O:5])[CH3:2], predict the reactants needed to synthesize it. The reactants are: [CH2:1]([O:3][C:4]([CH:6]1[CH2:11][CH2:10][CH2:9][NH:8][CH2:7]1)=[O:5])[CH3:2].Br[C:13]1[CH2:27][C:16]2([CH2:19][N:18]([C:20]([O:22][C:23]([CH3:26])([CH3:25])[CH3:24])=[O:21])[CH2:17]2)[O:15][N:14]=1. (3) Given the product [Br:1][C:2]1[CH:3]=[CH:4][CH:5]=[C:6]2[C:22]=1[C:9]1([CH2:10][CH2:11][NH:12][CH2:13][CH2:14]1)[CH2:8][CH:7]2[CH:23]([CH3:29])[C:24]([O:26][CH2:27][CH3:28])=[O:25], predict the reactants needed to synthesize it. The reactants are: [Br:1][C:2]1[CH:3]=[CH:4][CH:5]=[C:6]2[C:22]=1[C:9]1([CH2:14][CH2:13][N:12](C(OC(C)(C)C)=O)[CH2:11][CH2:10]1)[CH2:8][CH:7]2[CH:23]([CH3:29])[C:24]([O:26][CH2:27][CH3:28])=[O:25]. (4) Given the product [ClH:16].[CH3:26][NH:25][C:23]([C:19]1[CH:18]=[C:17]([O:8][C:5]2[CH:6]=[CH:7][C:2]([NH2:1])=[C:3]([CH3:9])[CH:4]=2)[CH:22]=[CH:21][N:20]=1)=[O:24], predict the reactants needed to synthesize it. The reactants are: [NH2:1][C:2]1[CH:7]=[CH:6][C:5]([OH:8])=[CH:4][C:3]=1[CH3:9].CC(C)([O-])C.[K+].[Cl:16][C:17]1[CH:22]=[CH:21][N:20]=[C:19]([C:23]([NH:25][CH3:26])=[O:24])[CH:18]=1.